This data is from Reaction yield outcomes from USPTO patents with 853,638 reactions. The task is: Predict the reaction yield, written as a fraction of the theoretical maximum amount of product (1.0 means a 100% yield; for example, 0.34 means a 34% yield). The reactants are [CH:1]1([CH2:4][O:5][NH:6][C:7]([C:9]2[C:10]([NH:20][C:21]3[CH:26]=[CH:25][C:24]([Br:27])=[CH:23][C:22]=3[Cl:28])=[C:11]([F:19])[C:12]3[O:16][N:15]=[C:14]([CH3:17])[C:13]=3[CH:18]=2)=[O:8])CC1.C1C=CC2N(O)N=NC=2C=1.CCN(CC)CC.[CH:46]([O:48]CCON)=[CH2:47].CCN=C=NCCCN(C)C. The catalyst is CN(C=O)C.CCOC(C)=O. The product is [CH:46]([O:48][CH2:1][CH2:4][O:5][NH:6][C:7]([C:9]1[C:10]([NH:20][C:21]2[CH:26]=[CH:25][C:24]([Br:27])=[CH:23][C:22]=2[Cl:28])=[C:11]([F:19])[C:12]2[O:16][N:15]=[C:14]([CH3:17])[C:13]=2[CH:18]=1)=[O:8])=[CH2:47]. The yield is 0.630.